Task: Predict the reaction yield, written as a fraction of the theoretical maximum amount of product (1.0 means a 100% yield; for example, 0.34 means a 34% yield).. Dataset: Reaction yield outcomes from USPTO patents with 853,638 reactions (1) The reactants are [C:1](Cl)(=[O:3])[CH3:2].[N+:5]([C:8]1[CH:9]=[CH:10][C:11]2[O:16][CH2:15][CH2:14][NH:13][C:12]=2[CH:17]=1)([O-:7])=[O:6].C([O-])(O)=O.[Na+]. The catalyst is C(Cl)Cl. The product is [C:1]([N:13]1[C:12]2[CH:17]=[C:8]([N+:5]([O-:7])=[O:6])[CH:9]=[CH:10][C:11]=2[O:16][CH2:15][CH2:14]1)(=[O:3])[CH3:2]. The yield is 0.900. (2) The reactants are Cl.Cl[C:3]1[CH:8]=[C:7]([C:9]2[CH:14]=[CH:13][CH:12]=[C:11]([Cl:15])[CH:10]=2)[N:6]=[C:5]2[CH2:16][CH2:17][CH2:18][C:4]=12.[NH2:19][C:20]1[CH:39]=[CH:38][C:23]([CH2:24][CH:25]([C:32]([O:34][CH:35]([CH3:37])[CH3:36])=[O:33])[C:26]([O:28][CH:29]([CH3:31])[CH3:30])=[O:27])=[CH:22][CH:21]=1.C(=O)(O)[O-].[Na+]. The catalyst is Cl.CN1C(=O)CCC1.O. The product is [Cl:15][C:11]1[CH:10]=[C:9]([C:7]2[N:6]=[C:5]3[CH2:16][CH2:17][CH2:18][C:4]3=[C:3]([NH:19][C:20]3[CH:21]=[CH:22][C:23]([CH2:24][CH:25]([C:26]([O:28][CH:29]([CH3:31])[CH3:30])=[O:27])[C:32]([O:34][CH:35]([CH3:36])[CH3:37])=[O:33])=[CH:38][CH:39]=3)[CH:8]=2)[CH:14]=[CH:13][CH:12]=1. The yield is 0.380. (3) The reactants are Br[C:2]1[CH:3]=[CH:4][C:5]([F:8])=[N:6][CH:7]=1.[O:9]1[CH2:14][CH2:13][CH2:12][CH2:11][CH:10]1[O:15][CH2:16][CH2:17][N:18]1[CH:22]=[C:21](B2OC(C)(C)C(C)(C)O2)[CH:20]=[N:19]1.C([O-])([O-])=O.[Na+].[Na+]. The catalyst is O1CCOCC1.C1C=CC([P]([Pd]([P](C2C=CC=CC=2)(C2C=CC=CC=2)C2C=CC=CC=2)([P](C2C=CC=CC=2)(C2C=CC=CC=2)C2C=CC=CC=2)[P](C2C=CC=CC=2)(C2C=CC=CC=2)C2C=CC=CC=2)(C2C=CC=CC=2)C2C=CC=CC=2)=CC=1. The product is [F:8][C:5]1[CH:4]=[CH:3][C:2]([C:21]2[CH:20]=[N:19][N:18]([CH2:17][CH2:16][O:15][CH:10]3[CH2:11][CH2:12][CH2:13][CH2:14][O:9]3)[CH:22]=2)=[CH:7][N:6]=1. The yield is 0.636. (4) The reactants are [Br:1][C:2]1[CH:11]=[C:10]2[C:5]([CH2:6][C:7]([CH3:14])([CH3:13])[CH2:8][C:9]2=O)=[CH:4][CH:3]=1.[CH3:15][C:16]([S:19]([NH2:21])=[O:20])([CH3:18])[CH3:17].C1COCC1.C([O-])(O)=O.[Na+]. The catalyst is CCOC(C)=O. The product is [Br:1][C:2]1[CH:11]=[C:10]2[C:5]([CH2:6][C:7]([CH3:14])([CH3:13])[CH2:8]/[C:9]/2=[N:21]\[S:19]([C:16]([CH3:18])([CH3:17])[CH3:15])=[O:20])=[CH:4][CH:3]=1. The yield is 0.597. (5) The reactants are [CH2:1]([O:8][C:9]1[CH:14]=[CH:13][C:12](Br)=[CH:11][C:10]=1[F:16])[C:2]1[CH:7]=[CH:6][CH:5]=[CH:4][CH:3]=1.[B:17](OC(C)C)([O:22]C(C)C)[O:18]C(C)C.C([Li])CCC.Cl. The catalyst is O1CCCC1.CCCCCC. The product is [CH2:1]([O:8][C:9]1[CH:14]=[CH:13][C:12]([B:17]([OH:22])[OH:18])=[CH:11][C:10]=1[F:16])[C:2]1[CH:7]=[CH:6][CH:5]=[CH:4][CH:3]=1. The yield is 0.880. (6) The reactants are [Br:1][C:2]1[CH:3]=[C:4]([N:8]2[C:16]3[CH2:15][CH2:14][NH:13][CH2:12][C:11]=3[C:10]([C:17]([O:19][CH2:20][CH3:21])=[O:18])=[N:9]2)[CH:5]=[CH:6][CH:7]=1.Br[C:23]1[S:24][CH:25]=[CH:26][N:27]=1.C(=O)([O-])[O-].[K+].[K+]. No catalyst specified. The product is [Br:1][C:2]1[CH:3]=[C:4]([N:8]2[C:16]3[CH2:15][CH2:14][N:13]([C:23]4[S:24][CH:25]=[CH:26][N:27]=4)[CH2:12][C:11]=3[C:10]([C:17]([O:19][CH2:20][CH3:21])=[O:18])=[N:9]2)[CH:5]=[CH:6][CH:7]=1. The yield is 0.630. (7) The reactants are [N+:1]([C:4]1[CH:5]=[C:6]2[C:11](=[CH:12][CH:13]=1)[N:10]=[CH:9][NH:8][C:7]2=O)([O-:3])=[O:2].P(Cl)(Cl)([Cl:17])=O. No catalyst specified. The product is [Cl:17][C:7]1[C:6]2[C:11](=[CH:12][CH:13]=[C:4]([N+:1]([O-:3])=[O:2])[CH:5]=2)[N:10]=[CH:9][N:8]=1. The yield is 0.780.